From a dataset of CYP3A4 inhibition data for predicting drug metabolism from PubChem BioAssay. Regression/Classification. Given a drug SMILES string, predict its absorption, distribution, metabolism, or excretion properties. Task type varies by dataset: regression for continuous measurements (e.g., permeability, clearance, half-life) or binary classification for categorical outcomes (e.g., BBB penetration, CYP inhibition). Dataset: cyp3a4_veith. (1) The drug is C/C(CCC(=O)OC[C@@H]1O[C@H](C#Cc2ccccc2)C=C[C@@H]1Oc1ccc(C)cc1)=N/O[C@@H](C)c1cc(-c2c(C)cc(C)cc2C)no1. The result is 0 (non-inhibitor). (2) The compound is O=C(c1ccc(Cl)cc1)c1cnc(-c2ccccc2)s1. The result is 0 (non-inhibitor). (3) The molecule is COc1ccc(N2CCN(c3oc(Cc4cccc5ccccc45)nc3C#N)CC2)cc1. The result is 1 (inhibitor). (4) The molecule is COc1ccc(C(=O)N2CCC3(CCCN(Cc4ccc(C#N)cc4)C3)CC2)cc1. The result is 1 (inhibitor). (5) The molecule is Cc1cc2nc(-c3ccc(SCC(=O)N4CCc5ccccc54)nc3)[nH]c2cc1C. The result is 0 (non-inhibitor). (6) The drug is COc1ccccc1OP(C)(=O)Nc1ccc(C)cc1C. The result is 1 (inhibitor). (7) The drug is Cc1ccc(C(=O)N/N=C/c2ccc([N+](=O)[O-])s2)cc1. The result is 0 (non-inhibitor).